This data is from Reaction yield outcomes from USPTO patents with 853,638 reactions. The task is: Predict the reaction yield, written as a fraction of the theoretical maximum amount of product (1.0 means a 100% yield; for example, 0.34 means a 34% yield). (1) The reactants are [Br:1][CH:2](Br)[C:3]1[CH:8]=[CH:7][C:6]([C:9]2[N:13]=[CH:12][O:11][N:10]=2)=[CH:5][C:4]=1[F:14].C(N(C(C)C)CC)(C)C.P([O-])(OCC)OCC. The catalyst is C1COCC1. The product is [Br:1][CH2:2][C:3]1[CH:8]=[CH:7][C:6]([C:9]2[N:13]=[CH:12][O:11][N:10]=2)=[CH:5][C:4]=1[F:14]. The yield is 0.940. (2) The reactants are [Cl:1][C:2]1[C:7]([F:8])=[CH:6][C:5]([C@H:9]2[CH2:14][C@@H:13]([C:15](=[O:22])[CH2:16][C:17](OCC)=[O:18])[CH2:12][CH2:11][N:10]2[C:23]([O:25][CH3:26])=[O:24])=[CH:4][C:3]=1[F:27].[OH-].[Na+].[NH2:30]O.Cl. The catalyst is CO.O.C(Cl)Cl. The product is [Cl:1][C:2]1[C:7]([F:8])=[CH:6][C:5]([C@H:9]2[CH2:14][C@@H:13]([C:15]3[O:22][NH:30][C:17](=[O:18])[CH:16]=3)[CH2:12][CH2:11][N:10]2[C:23]([O:25][CH3:26])=[O:24])=[CH:4][C:3]=1[F:27]. The yield is 0.623. (3) The reactants are [CH3:1]I.[CH2:3]([O:5][C:6](=[O:22])[C:7](=[C:13]([SH:21])[NH:14][C:15]1[CH:20]=[CH:19][CH:18]=[CH:17][CH:16]=1)[C:8]([O:10][CH2:11][CH3:12])=[O:9])[CH3:4].[Na]. The catalyst is CN(C=O)C. The product is [CH2:11]([O:10][C:8](=[O:9])[C:7](=[C:13]([S:21][CH3:1])[NH:14][C:15]1[CH:16]=[CH:17][CH:18]=[CH:19][CH:20]=1)[C:6]([O:5][CH2:3][CH3:4])=[O:22])[CH3:12]. The yield is 0.840. (4) The catalyst is CN(C=O)C. The product is [C:4]([O:3][C:1]([N:8]1[CH2:13][CH2:12][CH:11]([O:14][C:18]2[CH:25]=[CH:24][C:21]([C:22]#[N:23])=[CH:20][CH:19]=2)[CH2:10][CH2:9]1)=[O:2])([CH3:7])([CH3:6])[CH3:5]. The reactants are [C:1]([N:8]1[CH2:13][CH2:12][CH:11]([OH:14])[CH2:10][CH2:9]1)([O:3][C:4]([CH3:7])([CH3:6])[CH3:5])=[O:2].[H-].[Na+].F[C:18]1[CH:25]=[CH:24][C:21]([C:22]#[N:23])=[CH:20][CH:19]=1. The yield is 0.520. (5) The reactants are C[O:2][C:3]([C:5]1[CH:6]=[CH:7][CH:8]=[C:9]2[C:14]=1[NH:13][CH:12]([C:15]1[CH:20]=[CH:19][CH:18]=[C:17]([N:21]3[CH2:26][CH2:25][N:24]([C:27]4[CH:32]=[CH:31][CH:30]=[CH:29][C:28]=4[CH3:33])[CH2:23][CH2:22]3)[CH:16]=1)[C:11]([CH3:35])([CH3:34])[CH2:10]2)=[O:4].O.[OH-].[Li+].O.Cl. The catalyst is CO.O1CCCC1. The product is [CH3:34][C:11]1([CH3:35])[CH2:10][C:9]2[C:14](=[C:5]([C:3]([OH:4])=[O:2])[CH:6]=[CH:7][CH:8]=2)[NH:13][CH:12]1[C:15]1[CH:20]=[CH:19][CH:18]=[C:17]([N:21]2[CH2:26][CH2:25][N:24]([C:27]3[CH:32]=[CH:31][CH:30]=[CH:29][C:28]=3[CH3:33])[CH2:23][CH2:22]2)[CH:16]=1. The yield is 0.310. (6) The reactants are C(OC([NH:8][C:9]1[C:13]2=[N:14][CH:15]=[C:16]([CH:18]3[CH2:23][CH2:22][O:21][CH2:20][CH2:19]3)[CH:17]=[C:12]2[S:11][C:10]=1[C:24]([O:26][CH3:27])=[O:25])=O)(C)(C)C.C(O)(C(F)(F)F)=O. The catalyst is C(Cl)Cl. The product is [NH2:8][C:9]1[C:13]2=[N:14][CH:15]=[C:16]([CH:18]3[CH2:23][CH2:22][O:21][CH2:20][CH2:19]3)[CH:17]=[C:12]2[S:11][C:10]=1[C:24]([O:26][CH3:27])=[O:25]. The yield is 0.774.